Dataset: Forward reaction prediction with 1.9M reactions from USPTO patents (1976-2016). Task: Predict the product of the given reaction. (1) Given the reactants FC1C=C(C2N=C(SC)N=C(N3CCOC[C@@H]3C)C=2)C=NC=1.Cl[C:24]1[CH:29]=[CH:28][N:27]=[C:26]([N:30]2[CH2:35][CH2:34][O:33][CH2:32][C@@H:31]2[CH3:36])[N:25]=1.[CH:37]1([NH:40][C:41](=[O:58])[NH:42][C:43]2[CH:48]=[CH:47][C:46](B3OC(C)(C)C(C)(C)O3)=[CH:45][CH:44]=2)[CH2:39][CH2:38]1, predict the reaction product. The product is: [CH:37]1([NH:40][C:41]([NH:42][C:43]2[CH:48]=[CH:47][C:46]([C:24]3[CH:29]=[CH:28][N:27]=[C:26]([N:30]4[CH2:35][CH2:34][O:33][CH2:32][C@@H:31]4[CH3:36])[N:25]=3)=[CH:45][CH:44]=2)=[O:58])[CH2:39][CH2:38]1. (2) Given the reactants [N:1]1[CH:6]=[CH:5][CH:4]=[CH:3][C:2]=1[C:7]1[O:11][CH:10]=[N:9][CH:8]=1.[CH2:12]([O:19][C:20]1[CH:21]=[C:22]([CH2:26][CH2:27][C:28](O)=[O:29])[CH:23]=[CH:24][CH:25]=1)[C:13]1[CH:18]=[CH:17][CH:16]=[CH:15][CH:14]=1, predict the reaction product. The product is: [O:29]=[C:28]([C:10]1[O:11][C:7]([C:2]2[CH:3]=[CH:4][CH:5]=[CH:6][N:1]=2)=[CH:8][N:9]=1)[CH2:27][CH2:26][C:22]1[CH:23]=[CH:24][CH:25]=[C:20]([O:19][CH2:12][C:13]2[CH:18]=[CH:17][CH:16]=[CH:15][CH:14]=2)[CH:21]=1. (3) Given the reactants Cl.[CH2:2]([O:6][CH:7]1[CH2:10][NH:9][CH2:8]1)[CH2:3][CH2:4][CH3:5].CCN=C=NCCCN(C)C.C1C=CC2N(O)N=NC=2C=1.[CH:32]([N:35]([CH:38]([CH3:40])C)[CH2:36][CH3:37])(C)C.Cl.[O:42]=[C:43]1[NH:52][C:51]2[N:50]=[CH:49][C:48](/[CH:53]=[CH:54]/[C:55](O)=[O:56])=[CH:47][C:46]=2[CH2:45][CH2:44]1, predict the reaction product. The product is: [CH2:2]([O:6][CH:7]1[CH2:10][N:9]([C:55](=[O:56])/[CH:54]=[CH:53]/[C:48]2[CH:47]=[C:46]3[C:51](=[N:50][CH:49]=2)[NH:52][C:43](=[O:42])[C:44]2([CH2:37][CH2:36][N:35]([CH3:32])[CH2:38][CH2:40]2)[CH2:45]3)[CH2:8]1)[CH2:3][CH2:4][CH3:5]. (4) Given the reactants [CH3:1][S:2]([CH2:5][C:6]1[CH:12]=[CH:11][C:9]([NH2:10])=[CH:8][CH:7]=1)(=[O:4])=[O:3].[Br:13]N1C(=O)CCC1=O, predict the reaction product. The product is: [Br:13][C:11]1[CH:12]=[C:6]([CH2:5][S:2]([CH3:1])(=[O:3])=[O:4])[CH:7]=[CH:8][C:9]=1[NH2:10].